This data is from Peptide-MHC class I binding affinity with 185,985 pairs from IEDB/IMGT. The task is: Regression. Given a peptide amino acid sequence and an MHC pseudo amino acid sequence, predict their binding affinity value. This is MHC class I binding data. (1) The peptide sequence is YPLTFGWCF. The MHC is HLA-B53:01 with pseudo-sequence HLA-B53:01. The binding affinity (normalized) is 0.792. (2) The MHC is HLA-B15:09 with pseudo-sequence HLA-B15:09. The peptide sequence is LLRDNRAAL. The binding affinity (normalized) is 0.0847. (3) The peptide sequence is RINLLVQYGA. The MHC is HLA-A02:06 with pseudo-sequence HLA-A02:06. The binding affinity (normalized) is 0.174. (4) The binding affinity (normalized) is 0.107. The peptide sequence is NVITDQTVNI. The MHC is HLA-A02:01 with pseudo-sequence HLA-A02:01. (5) The peptide sequence is KRVDWSVEY. The MHC is HLA-B07:02 with pseudo-sequence HLA-B07:02. The binding affinity (normalized) is 0.0847. (6) The peptide sequence is GSRAYRNAL. The MHC is HLA-B46:01 with pseudo-sequence HLA-B46:01. The binding affinity (normalized) is 0.0847.